Task: Regression. Given two drug SMILES strings and cell line genomic features, predict the synergy score measuring deviation from expected non-interaction effect.. Dataset: NCI-60 drug combinations with 297,098 pairs across 59 cell lines (1) Drug 1: C1CCC(C1)C(CC#N)N2C=C(C=N2)C3=C4C=CNC4=NC=N3. Drug 2: COCCOC1=C(C=C2C(=C1)C(=NC=N2)NC3=CC=CC(=C3)C#C)OCCOC.Cl. Cell line: MDA-MB-231. Synergy scores: CSS=9.44, Synergy_ZIP=-1.90, Synergy_Bliss=5.59, Synergy_Loewe=4.97, Synergy_HSA=5.53. (2) Drug 1: C1CN1C2=NC(=NC(=N2)N3CC3)N4CC4. Drug 2: CC12CCC3C(C1CCC2OP(=O)(O)O)CCC4=C3C=CC(=C4)OC(=O)N(CCCl)CCCl.[Na+]. Cell line: 786-0. Synergy scores: CSS=27.3, Synergy_ZIP=-1.48, Synergy_Bliss=-1.07, Synergy_Loewe=-32.6, Synergy_HSA=-1.13. (3) Drug 1: C1=NNC2=C1C(=O)NC=N2. Drug 2: CC(C)NC(=O)C1=CC=C(C=C1)CNNC.Cl. Cell line: HOP-92. Synergy scores: CSS=3.40, Synergy_ZIP=-0.700, Synergy_Bliss=1.31, Synergy_Loewe=-2.05, Synergy_HSA=-0.252. (4) Drug 1: C1=CC(=CC=C1C#N)C(C2=CC=C(C=C2)C#N)N3C=NC=N3. Drug 2: COCCOC1=C(C=C2C(=C1)C(=NC=N2)NC3=CC=CC(=C3)C#C)OCCOC.Cl. Cell line: HCC-2998. Synergy scores: CSS=3.32, Synergy_ZIP=-1.67, Synergy_Bliss=-7.34, Synergy_Loewe=-0.479, Synergy_HSA=-9.97.